From a dataset of Forward reaction prediction with 1.9M reactions from USPTO patents (1976-2016). Predict the product of the given reaction. Given the reactants [CH:1]1[C:2]2[CH:15]=[CH:14][CH:13]=[C:12]([OH:16])[C:10](=[O:11])[C:3]=2[C:4]([OH:9])=[C:5](O)[C:6]=1O.[C:17]([O-:20])([O-])=O.[K+].[K+].I[CH3:24].CN([CH:28]=[O:29])C, predict the reaction product. The product is: [OH:9][C:4]1[C:3]2[C:10](=[O:11])[C:12]([O:16][CH3:24])=[CH:13][CH:14]=[CH:15][C:2]=2[CH:1]=[C:6]([O:29][CH3:28])[C:5]=1[O:20][CH3:17].